Dataset: Full USPTO retrosynthesis dataset with 1.9M reactions from patents (1976-2016). Task: Predict the reactants needed to synthesize the given product. (1) Given the product [CH3:7][C@@H:8]1[CH:13]=[CH:12][CH2:11][C:10]([CH3:14])([CH3:15])[C@H:9]1[CH2:16][OH:17], predict the reactants needed to synthesize it. The reactants are: [H-].[H-].[H-].[H-].[Li+].[Al+3].[CH3:7][C@@H:8]1[CH:13]=[CH:12][CH2:11][C:10]([CH3:15])([CH3:14])[C@H:9]1[C:16](OC)=[O:17].[OH-].[Na+].[O-]S([O-])(=O)=O.[Na+].[Na+]. (2) Given the product [C:28]([O-:30])(=[O:29])[CH3:27].[NH4+:9].[Cl:1][C:2]1[CH:7]=[CH:6][CH:5]=[C:4]([Cl:8])[C:3]=1[N:9]1[CH:20]=[C:19]([CH2:21][F:22])[C:12]2[N:13]=[C:14]([NH:46][C:45]3[CH:44]=[CH:43][C:42]([N:39]4[CH2:38][CH2:37][N:36]([CH3:35])[CH2:41][CH2:40]4)=[CH:48][CH:47]=3)[N:15]=[CH:16][C:11]=2[C:10]1=[O:23], predict the reactants needed to synthesize it. The reactants are: [Cl:1][C:2]1[CH:7]=[CH:6][CH:5]=[C:4]([Cl:8])[C:3]=1[N:9]1[CH:20]=[C:19]([CH2:21][F:22])[C:12]2[N:13]=[C:14](SC)[N:15]=[CH:16][C:11]=2[C:10]1=[O:23].ClC1C=[C:27](C=CC=1)[C:28]([O:30]O)=[O:29].[CH3:35][N:36]1[CH2:41][CH2:40][N:39]([C:42]2[CH:48]=[CH:47][C:45]([NH2:46])=[CH:44][CH:43]=2)[CH2:38][CH2:37]1.C(O)(C(F)(F)F)=O. (3) Given the product [F:1][C:2]1[C:7]([O:8][CH2:30][CH2:29][O:28][CH3:27])=[CH:6][CH:5]=[C:4]([F:9])[C:3]=1[C:10]1[N:15]=[C:14]([C:16]([O:18][CH3:19])=[O:17])[CH:13]=[CH:12][C:11]=1[F:20], predict the reactants needed to synthesize it. The reactants are: [F:1][C:2]1[C:7]([OH:8])=[CH:6][CH:5]=[C:4]([F:9])[C:3]=1[C:10]1[N:15]=[C:14]([C:16]([O:18][CH3:19])=[O:17])[CH:13]=[CH:12][C:11]=1[F:20].C(=O)([O-])[O-].[Cs+].[Cs+].[CH3:27][O:28][CH2:29][CH2:30]Br. (4) Given the product [Cl:32][C:27]1[CH:28]=[CH:29][CH:30]=[CH:31][C:26]=1[CH2:25][N:18]1[C:19]2[CH:24]=[CH:23][CH:22]=[CH:21][C:20]=2[N:16]([C:13]2[CH:12]=[CH:11][C:10]([C:8]3[CH:9]=[C:4]([C:1]([OH:3])([CH3:38])[CH3:2])[CH:5]=[CH:6][C:7]=3[NH:34][C:35](=[O:37])[CH3:36])=[CH:15][CH:14]=2)[C:17]1=[NH:33], predict the reactants needed to synthesize it. The reactants are: [C:1]([C:4]1[CH:5]=[CH:6][C:7]([NH:34][C:35](=[O:37])[CH3:36])=[C:8]([C:10]2[CH:15]=[CH:14][C:13]([N:16]3[C:20]4[CH:21]=[CH:22][CH:23]=[CH:24][C:19]=4[N:18]([CH2:25][C:26]4[CH:31]=[CH:30][CH:29]=[CH:28][C:27]=4[Cl:32])[C:17]3=[NH:33])=[CH:12][CH:11]=2)[CH:9]=1)(=[O:3])[CH3:2].[CH3:38][Mg+].[Br-]. (5) The reactants are: [Cl:1][C:2]1[CH:7]=[CH:6][C:5]([C:8]2(O)[CH2:13][CH2:12][N:11](CCCC=C3C4C(=NC=CC=4)OC4C=CC=C(OC)C=4C3)[CH2:10][CH2:9]2)=[CH:4][CH:3]=1.[N-:36]=[N+:37]=[N-:38].[Na+].B(F)(F)F. Given the product [N:36]([C:8]1([C:5]2[CH:6]=[CH:7][C:2]([Cl:1])=[CH:3][CH:4]=2)[CH2:13][CH2:12][NH:11][CH2:10][CH2:9]1)=[N+:37]=[N-:38], predict the reactants needed to synthesize it.